From a dataset of Full USPTO retrosynthesis dataset with 1.9M reactions from patents (1976-2016). Predict the reactants needed to synthesize the given product. (1) Given the product [CH3:51][C:52]1[S:53][C:54]([C@@H:63]([NH:71][C:37](=[O:39])[CH2:36][N:29]2[C:30]3[CH2:31][CH2:32][CH2:33][CH2:34][C:35]=3[C:27]([C:26]([F:25])([F:41])[F:40])=[N:28]2)[CH2:64][C:65]2[CH:66]=[CH:67][CH:68]=[CH:69][CH:70]=2)=[C:55]([C:57]2[CH:62]=[CH:61][CH:60]=[CH:59][CH:58]=2)[N:56]=1, predict the reactants needed to synthesize it. The reactants are: CN(C(ON1N=NC2C=CC=NC1=2)=[N+](C)C)C.F[P-](F)(F)(F)(F)F.[F:25][C:26]([F:41])([F:40])[C:27]1[C:35]2[CH2:34][CH2:33][CH2:32][CH2:31][C:30]=2[N:29]([CH2:36][C:37]([OH:39])=O)[N:28]=1.CCN(C(C)C)C(C)C.[CH3:51][C:52]1[S:53][C:54]([CH:63]([NH2:71])[CH2:64][C:65]2[CH:70]=[CH:69][CH:68]=[CH:67][CH:66]=2)=[C:55]([C:57]2[CH:62]=[CH:61][CH:60]=[CH:59][CH:58]=2)[N:56]=1. (2) Given the product [S:15]1[CH:19]=[CH:18][C:17]([CH:20]=[N:5][C:4]2[CH:6]=[C:7]([C:10]3[O:14][CH:13]=[N:12][CH:11]=3)[CH:8]=[CH:9][C:3]=2[O:2][CH3:1])=[CH:16]1, predict the reactants needed to synthesize it. The reactants are: [CH3:1][O:2][C:3]1[CH:9]=[CH:8][C:7]([C:10]2[O:14][CH:13]=[N:12][CH:11]=2)=[CH:6][C:4]=1[NH2:5].[S:15]1[CH:19]=[CH:18][C:17]([CH:20]=O)=[CH:16]1. (3) Given the product [ClH:1].[Cl:1][C:2]1[CH:3]=[C:4]([F:25])[C:5]([O:23][CH3:24])=[C:6]([NH:8][NH2:9])[CH:7]=1, predict the reactants needed to synthesize it. The reactants are: [Cl:1][C:2]1[CH:3]=[C:4]([F:25])[C:5]([O:23][CH3:24])=[C:6]([NH:8][N:9]=C(C2C=CC=CC=2)C2C=CC=CC=2)[CH:7]=1. (4) Given the product [CH2:19]([O:26][CH2:27][CH2:28][CH2:29][C@H:30]([C:39](=[O:44])[C:2]#[C:3][C:4]1[S:8][C:7]([CH2:9][CH:10]([CH3:12])[CH3:11])=[N:6][CH:5]=1)[CH2:31][C:32]([O:34][C:35]([CH3:36])([CH3:38])[CH3:37])=[O:33])[C:20]1[CH:25]=[CH:24][CH:23]=[CH:22][CH:21]=1, predict the reactants needed to synthesize it. The reactants are: Br[C:2](Br)=[CH:3][C:4]1[S:8][C:7]([CH2:9][CH:10]([CH3:12])[CH3:11])=[N:6][CH:5]=1.C([Li])CCC.[CH2:19]([O:26][CH2:27][CH2:28][CH2:29][C@H:30]([C:39](=[O:44])N(OC)C)[CH2:31][C:32]([O:34][C:35]([CH3:38])([CH3:37])[CH3:36])=[O:33])[C:20]1[CH:25]=[CH:24][CH:23]=[CH:22][CH:21]=1.Cl. (5) Given the product [CH2:23]([O:22][C@@H:16]([CH2:15][C:12]1[CH:11]=[CH:10][C:9]([OH:8])=[CH:14][CH:13]=1)[C:17]([O:19][CH2:20][CH3:21])=[O:18])[CH3:24], predict the reactants needed to synthesize it. The reactants are: C([O:8][C:9]1[CH:14]=[CH:13][C:12]([CH2:15][C@H:16]([O:22][CH2:23][CH3:24])[C:17]([O:19][CH2:20][CH3:21])=[O:18])=[CH:11][CH:10]=1)C1C=CC=CC=1.[H][H]. (6) The reactants are: C(=O)([O-])[O-].[Cs+].[Cs+].[OH:7][C:8]1[C:17]2[C:12](=[CH:13][CH:14]=[CH:15][CH:16]=2)[CH:11]=[CH:10][C:9]=1[C:18]([O:20][CH3:21])=[O:19].Br[CH2:23][CH2:24][O:25][Si:26]([C:29]([CH3:32])([CH3:31])[CH3:30])([CH3:28])[CH3:27]. Given the product [CH3:21][O:20][C:18]([C:9]1[CH:10]=[CH:11][C:12]2[C:17](=[CH:16][CH:15]=[CH:14][CH:13]=2)[C:8]=1[O:7][CH2:23][CH2:24][O:25][Si:26]([C:29]([CH3:32])([CH3:31])[CH3:30])([CH3:28])[CH3:27])=[O:19], predict the reactants needed to synthesize it. (7) Given the product [Cl:11][C:12]1([Cl:21])[CH:17]=[CH:16][CH:15]=[CH:14][CH:13]1[N:18]=[C:19]1[N:7]([CH2:6][CH:2]2[CH2:3][CH2:4][CH2:5]2)[CH2:8][CH2:9][S:20]1, predict the reactants needed to synthesize it. The reactants are: [Cl-].[CH:2]1([CH2:6][NH2+:7][CH2:8][CH2:9]Cl)[CH2:5][CH2:4][CH2:3]1.[Cl:11][C:12]1([Cl:21])[CH:17]=[CH:16][CH:15]=[CH:14][CH:13]1[N:18]=[C:19]=[S:20]. (8) Given the product [CH3:41][C:38]1[CH:39]=[CH:40][C:35]([S:32]([N:5]([C@H:6]([C:29]([OH:31])=[O:30])[CH2:7][CH2:8][CH2:9][CH2:10][NH:11][C:12]([C@@H:51]([NH:50][C:42]([C:43]2[CH:48]=[CH:47][CH:46]=[CH:45][CH:44]=2)=[O:49])[CH2:52][C:53]2[CH:58]=[CH:57][CH:56]=[CH:55][CH:54]=2)=[O:13])[CH2:1][CH:2]([CH3:4])[CH3:3])(=[O:33])=[O:34])=[CH:36][CH:37]=1, predict the reactants needed to synthesize it. The reactants are: [CH2:1]([N:5]([S:32]([C:35]1[CH:40]=[CH:39][C:38]([CH3:41])=[CH:37][CH:36]=1)(=[O:34])=[O:33])[C@H:6]([C:29]([OH:31])=[O:30])[CH2:7][CH2:8][CH2:9][CH2:10][NH:11][C:12](OCC1C2C=CC=CC=2C2C1=CC=CC=2)=[O:13])[CH:2]([CH3:4])[CH3:3].[C:42]([NH:50][C@H:51](C(O)=O)[CH2:52][C:53]1[CH:58]=[CH:57][CH:56]=[CH:55][CH:54]=1)(=[O:49])[C:43]1[CH:48]=[CH:47][CH:46]=[CH:45][CH:44]=1. (9) Given the product [OH:2][C:3]1[CH:13]=[CH:12][CH:11]=[C:10]([OH:14])[C:4]=1[C:5]([N:7]([CH3:9])[CH3:8])=[O:6], predict the reactants needed to synthesize it. The reactants are: C[O:2][C:3]1[CH:13]=[CH:12][CH:11]=[C:10]([O:14]C)[C:4]=1[C:5]([N:7]([CH3:9])[CH3:8])=[O:6].B(Br)(Br)Br.